Dataset: NCI-60 drug combinations with 297,098 pairs across 59 cell lines. Task: Regression. Given two drug SMILES strings and cell line genomic features, predict the synergy score measuring deviation from expected non-interaction effect. (1) Drug 1: C1CC(C1)(C(=O)O)C(=O)O.[NH2-].[NH2-].[Pt+2]. Drug 2: C#CCC(CC1=CN=C2C(=N1)C(=NC(=N2)N)N)C3=CC=C(C=C3)C(=O)NC(CCC(=O)O)C(=O)O. Cell line: KM12. Synergy scores: CSS=50.5, Synergy_ZIP=5.64, Synergy_Bliss=3.56, Synergy_Loewe=-18.0, Synergy_HSA=0.312. (2) Drug 1: CC(C1=C(C=CC(=C1Cl)F)Cl)OC2=C(N=CC(=C2)C3=CN(N=C3)C4CCNCC4)N. Drug 2: COC1=C(C=C2C(=C1)N=CN=C2NC3=CC(=C(C=C3)F)Cl)OCCCN4CCOCC4. Cell line: K-562. Synergy scores: CSS=47.0, Synergy_ZIP=8.56, Synergy_Bliss=10.9, Synergy_Loewe=1.36, Synergy_HSA=11.8.